From a dataset of Forward reaction prediction with 1.9M reactions from USPTO patents (1976-2016). Predict the product of the given reaction. (1) Given the reactants [CH2:1]([O:3][C:4]([C:6]1[C:7]2[C:22]([O:23][Si](C)(C)C)=[CH:21][CH2:20][CH2:19][CH2:18][C:8]=2[N:9]([C:11]([O:13][C:14]([CH3:17])([CH3:16])[CH3:15])=[O:12])[CH:10]=1)=[O:5])[CH3:2].[C:28]1([Se:34]Cl)[CH:33]=[CH:32][CH:31]=[CH:30][CH:29]=1, predict the reaction product. The product is: [CH2:1]([O:3][C:4]([C:6]1[C:7]2[C:22](=[O:23])[CH:21]([Se:34][C:28]3[CH:33]=[CH:32][CH:31]=[CH:30][CH:29]=3)[CH2:20][CH2:19][CH2:18][C:8]=2[N:9]([C:11]([O:13][C:14]([CH3:17])([CH3:16])[CH3:15])=[O:12])[CH:10]=1)=[O:5])[CH3:2]. (2) Given the reactants [Cl:1][C:2]1[C:3]([C:14](Cl)=[O:15])=[N:4][O:5][C:6]=1[C:7]1[CH:12]=[CH:11][C:10]([Cl:13])=[CH:9][CH:8]=1.[O:17]1[CH2:21][CH2:20][C@H:19]([NH2:22])[CH2:18]1.C(=O)([O-])[O-].[K+].[K+], predict the reaction product. The product is: [Cl:1][C:2]1[C:3]([C:14]([NH:22][C@H:19]2[CH2:20][CH2:21][O:17][CH2:18]2)=[O:15])=[N:4][O:5][C:6]=1[C:7]1[CH:12]=[CH:11][C:10]([Cl:13])=[CH:9][CH:8]=1. (3) Given the reactants Cl[C:2]1[C:11]([CH3:12])=[C:10]([Cl:13])[C:9]2[C:4](=[C:5]([Cl:14])[CH:6]=[CH:7][CH:8]=2)[N:3]=1.[CH3:15][C:16]1[CH:21]=[CH:20][N:19]=[C:18]([Sn](CCCC)(CCCC)CCCC)[CH:17]=1, predict the reaction product. The product is: [Cl:13][C:10]1[C:9]2[C:4](=[C:5]([Cl:14])[CH:6]=[CH:7][CH:8]=2)[N:3]=[C:2]([C:18]2[CH:17]=[C:16]([CH3:15])[CH:21]=[CH:20][N:19]=2)[C:11]=1[CH3:12]. (4) Given the reactants [Mg].C(Br)C.[CH3:5][C:6]1[CH2:7][CH:8]2[CH:12]([CH2:13][CH:14]=1)[C:11](=O)[O:10][C:9]2=[O:16].S(=O)(=O)(O)O, predict the reaction product. The product is: [CH3:5][C:6]1[CH2:7][CH:8]2[CH:12]([CH2:11][O:10][C:9]2=[O:16])[CH2:13][CH:14]=1. (5) The product is: [NH2:1][CH2:4][CH2:5][C@@H:6]([OH:26])[CH2:7][O:8][Si:9]([C:22]([CH3:24])([CH3:23])[CH3:25])([C:16]1[CH:17]=[CH:18][CH:19]=[CH:20][CH:21]=1)[C:10]1[CH:15]=[CH:14][CH:13]=[CH:12][CH:11]=1. Given the reactants [N:1]([CH2:4][CH2:5][C@@H:6]([OH:26])[CH2:7][O:8][Si:9]([C:22]([CH3:25])([CH3:24])[CH3:23])([C:16]1[CH:21]=[CH:20][CH:19]=[CH:18][CH:17]=1)[C:10]1[CH:15]=[CH:14][CH:13]=[CH:12][CH:11]=1)=[N+]=[N-], predict the reaction product. (6) The product is: [F:13][CH:12]([F:14])[O:11][C:7]1[C:6]2[C:2]([N:19]([CH2:20][CH3:21])[CH2:17][CH3:18])=[N:3][S:4](=[O:16])(=[O:15])[C:5]=2[CH:10]=[CH:9][CH:8]=1. Given the reactants Cl[C:2]1[C:6]2[C:7]([O:11][CH:12]([F:14])[F:13])=[CH:8][CH:9]=[CH:10][C:5]=2[S:4](=[O:16])(=[O:15])[N:3]=1.[CH2:17]([NH:19][CH2:20][CH3:21])[CH3:18], predict the reaction product. (7) The product is: [F:8][C:6]1[CH:5]=[C:4]([CH2:9][C:10]([NH:12][C@H:13]([C:15]([NH:18][C@@H:19]([C:24]2[CH:33]=[CH:32][C:31]3[C:26](=[CH:27][CH:28]=[C:29]([O:34][CH3:35])[CH:30]=3)[CH:25]=2)[C:20]([O:22][CH3:23])=[O:21])=[O:17])[CH3:14])=[O:11])[CH:3]=[C:2]([F:1])[CH:7]=1. Given the reactants [F:1][C:2]1[CH:3]=[C:4]([CH2:9][C:10]([NH:12][C@H:13]([C:15]([OH:17])=O)[CH3:14])=[O:11])[CH:5]=[C:6]([F:8])[CH:7]=1.[NH2:18][C@@H:19]([C:24]1[CH:33]=[CH:32][C:31]2[C:26](=[CH:27][CH:28]=[C:29]([O:34][CH3:35])[CH:30]=2)[CH:25]=1)[C:20]([O:22][CH3:23])=[O:21], predict the reaction product. (8) The product is: [Cl:1][C:2]1[C:10]([F:11])=[CH:9][CH:8]=[CH:7][C:3]=1[C:4]([N:14]([O:15][CH3:16])[CH3:13])=[O:5]. Given the reactants [Cl:1][C:2]1[C:10]([F:11])=[CH:9][CH:8]=[CH:7][C:3]=1[C:4](O)=[O:5].Cl.[CH3:13][NH:14][O:15][CH3:16].C(N(CC)CC)C, predict the reaction product. (9) The product is: [CH2:3]1[CH2:2][N:1]2[C:10]3[C:9]([CH2:14][CH2:13][CH2:12]2)=[C:34]([OH:37])[CH:7]=[CH:6][C:5]=3[CH2:4]1. Given the reactants [NH2:1][C:2]1[CH:3]=[C:4](O)[CH:5]=[CH:6][CH:7]=1.[C:9]1(C)[C:10](S(OCCCOS([C:14]2[C:13](C)=[CH:12]C=[CH:10][CH:9]=2)(=O)=O)(=O)=O)=C[CH:12]=[CH:13][CH:14]=1.[C:34]([O-:37])([O-])=O.[Na+].[Na+], predict the reaction product.